Dataset: Forward reaction prediction with 1.9M reactions from USPTO patents (1976-2016). Task: Predict the product of the given reaction. (1) Given the reactants [CH2:1]([N:3]([CH:21]1[CH2:24][S:23][CH2:22]1)[C:4]([C:6]1[S:10][C:9]([C:11]2[CH:12]=[N:13][CH:14]=[CH:15][CH:16]=2)=[N:8][C:7]=1[C:17]([F:20])([F:19])[F:18])=[O:5])[CH3:2].B1([O-])O[O:26]1.O.O.O.O.[Na+].C(=O)([O-])O.[Na+], predict the reaction product. The product is: [CH2:1]([N:3]([CH:21]1[CH2:24][S:23](=[O:26])[CH2:22]1)[C:4]([C:6]1[S:10][C:9]([C:11]2[CH:12]=[N:13][CH:14]=[CH:15][CH:16]=2)=[N:8][C:7]=1[C:17]([F:20])([F:19])[F:18])=[O:5])[CH3:2]. (2) Given the reactants [Br:1][C:2]1[CH:7]=[C:6]([C:8]([CH3:11])([CH3:10])[CH3:9])[C:5]([OH:12])=[C:4]([C:13]([CH3:16])([CH3:15])[CH3:14])[CH:3]=1.C/C(/O[Si:20]([CH3:23])([CH3:22])[CH3:21])=N\[Si:20]([CH3:23])([CH3:22])[CH3:21], predict the reaction product. The product is: [Br:1][C:2]1[CH:3]=[C:4]([C:13]([CH3:16])([CH3:15])[CH3:14])[C:5]([O:12][Si:20]([CH3:23])([CH3:22])[CH3:21])=[C:6]([C:8]([CH3:9])([CH3:10])[CH3:11])[CH:7]=1.